Dataset: Reaction yield outcomes from USPTO patents with 853,638 reactions. Task: Predict the reaction yield, written as a fraction of the theoretical maximum amount of product (1.0 means a 100% yield; for example, 0.34 means a 34% yield). (1) The reactants are [C:1]([O:5][C:6]([N:8]1[CH2:11][C:10](=[CH:12][C:13]2[CH:14]=[C:15]3[C:24](=[CH:25][C:26]=2[C:27]([F:30])([F:29])[F:28])[O:23][CH2:22][C:21]2[N:16]3[CH:17]([CH3:40])[C:18](=[O:39])[N:19]([CH2:31][O:32][CH2:33][CH2:34][Si:35]([CH3:38])([CH3:37])[CH3:36])[N:20]=2)[CH2:9]1)=[O:7])([CH3:4])([CH3:3])[CH3:2]. The catalyst is CO.[OH-].[OH-].[Pd+2]. The product is [C:1]([O:5][C:6]([N:8]1[CH2:11][CH:10]([CH2:12][C:13]2[CH:14]=[C:15]3[C:24](=[CH:25][C:26]=2[C:27]([F:28])([F:30])[F:29])[O:23][CH2:22][C:21]2[N:16]3[CH:17]([CH3:40])[C:18](=[O:39])[N:19]([CH2:31][O:32][CH2:33][CH2:34][Si:35]([CH3:37])([CH3:36])[CH3:38])[N:20]=2)[CH2:9]1)=[O:7])([CH3:3])([CH3:2])[CH3:4]. The yield is 0.700. (2) The reactants are [CH:1]([C:4]1[CH:9]=[CH:8][C:7]([CH3:10])=[CH:6][C:5]=1[N:11]1[C:15](=[O:16])[CH2:14][S:13]/[C:12]/1=[N:17]\[C:18]([NH:20][CH2:21][CH2:22][C:23]1[CH:28]=[CH:27][C:26]([C:29]2[N:33]=[CH:32][N:31]([C:34]3[CH:39]=[CH:38][C:37]([O:40][C:41]([F:44])([F:43])[F:42])=[CH:36][CH:35]=3)[N:30]=2)=[CH:25][CH:24]=1)=[O:19])([CH3:3])[CH3:2].[Br:45]Br. The catalyst is ClCCl. The product is [Br:45][CH:14]1[S:13]/[C:12](=[N:17]\[C:18]([NH:20][CH2:21][CH2:22][C:23]2[CH:24]=[CH:25][C:26]([C:29]3[N:33]=[CH:32][N:31]([C:34]4[CH:35]=[CH:36][C:37]([O:40][C:41]([F:44])([F:43])[F:42])=[CH:38][CH:39]=4)[N:30]=3)=[CH:27][CH:28]=2)=[O:19])/[N:11]([C:5]2[CH:6]=[C:7]([CH3:10])[CH:8]=[CH:9][C:4]=2[CH:1]([CH3:3])[CH3:2])[C:15]1=[O:16]. The yield is 0.180. (3) The catalyst is C([O-])(=O)C.[Pd+2].C([O-])(=O)C.O. The yield is 0.620. The reactants are CN(C=O)C.I[C:7]1[CH:8]=[CH:9][C:10]2[NH:11][C:12]3[C:17]([C:18]=2[CH:19]=1)=[CH:16][CH:15]=[CH:14][CH:13]=3.C(N(CCCC)CCCC)CCC.[C:33]([O:37][CH3:38])(=[O:36])[CH:34]=[CH2:35]. The product is [CH3:38][O:37][C:33]([CH:34]=[CH:35][C:7]1[CH:8]=[CH:9][C:10]2[NH:11][C:12]3[C:17]([C:18]=2[CH:19]=1)=[CH:16][CH:15]=[CH:14][CH:13]=3)=[O:36]. (4) The reactants are [Br:1][C:2]1[CH:7]=[CH:6][C:5]([C:8]2[CH:13]=[CH:12][CH:11]=[CH:10][CH:9]=2)=[C:4]([CH2:14][OH:15])[CH:3]=1. The catalyst is O.C(OCC)C. The product is [Br:1][C:2]1[CH:3]=[C:4]([CH:14]=[O:15])[C:5]([C:8]2[CH:13]=[CH:12][CH:11]=[CH:10][CH:9]=2)=[CH:6][CH:7]=1. The yield is 0.960. (5) The reactants are [Br:1][C:2]1[CH:7]=[CH:6][N:5]=[C:4]([NH2:8])[CH:3]=1.[C:9]([N:17]=[C:18]=[S:19])(=[O:16])[C:10]1[CH:15]=[CH:14][CH:13]=[CH:12][CH:11]=1. The catalyst is CC(C)=O. The product is [Br:1][C:2]1[CH:7]=[CH:6][N:5]=[C:4]([NH:8][C:18]([NH:17][C:9](=[O:16])[C:10]2[CH:11]=[CH:12][CH:13]=[CH:14][CH:15]=2)=[S:19])[CH:3]=1. The yield is 0.740. (6) The reactants are [Br:1][C:2]1[CH:7]=[CH:6][CH:5]=[C:4](Br)[N:3]=1.[CH3:9][NH:10][NH2:11]. No catalyst specified. The product is [Br:1][C:2]1[CH:7]=[CH:6][CH:5]=[C:4]([N:10]([CH3:9])[NH2:11])[N:3]=1. The yield is 0.660. (7) The reactants are [NH:1]1[CH2:6][CH2:5][O:4][CH2:3][CH2:2]1.C(O[C:13]([C:15]1[CH:16]=[C:17]2[C:22](=[CH:23][CH:24]=1)[CH2:21][N:20]([CH:25]1[CH2:28][CH2:27][CH2:26]1)[CH2:19][CH2:18]2)=[O:14])(=O)C(C)C.[CH2:29](Cl)Cl. No catalyst specified. The product is [CH:25]1([N:20]2[CH2:19][CH2:18][C:17]3[C:22](=[CH:23][CH:24]=[C:15]([C:13]([N:1]4[CH2:6][CH2:5][O:4][CH2:3][CH2:2]4)=[O:14])[CH:16]=3)[CH2:21]2)[CH2:28][CH2:27][CH2:26][CH2:29]1. The yield is 0.150.